Dataset: Forward reaction prediction with 1.9M reactions from USPTO patents (1976-2016). Task: Predict the product of the given reaction. (1) The product is: [C:2]([C:6]1[CH:7]=[C:8]([B:15]([OH:18])[OH:16])[CH:9]=[CH:10][CH:11]=1)([CH3:5])([CH3:4])[CH3:3]. Given the reactants [Mg].[C:2]([C:6]1[CH:7]=[C:8](Br)[CH:9]=[CH:10][CH:11]=1)([CH3:5])([CH3:4])[CH3:3].II.[B:15](OC)([O:18]C)[O:16]C, predict the reaction product. (2) The product is: [OH:17][C:7]1[CH:8]=[CH:9][C:10]([CH3:15])=[C:11]([CH:14]=1)[C:12]#[N:13]. Given the reactants S(=O)(=O)(O)O.N[C:7]1[CH:8]=[CH:9][C:10]([CH3:15])=[C:11]([CH:14]=1)[C:12]#[N:13].N([O-])=[O:17].[Na+].NC(N)=O.S([O-])([O-])(=O)=O.[Na+].[Na+], predict the reaction product. (3) The product is: [Cl:1][C:2]1[C:3]([OH:24])=[C:4]([CH2:12][CH2:13][CH2:14][CH2:15][CH2:16][CH2:17][CH2:18][CH2:19][CH2:20][C:21]([O:23][C:39]([CH3:41])([CH3:40])[CH3:38])=[O:22])[C:5]([OH:11])=[C:6]([CH:9]=[O:10])[C:7]=1[CH3:8]. Given the reactants [Cl:1][C:2]1[C:3]([OH:24])=[C:4]([CH2:12][CH2:13][CH2:14][CH2:15][CH2:16][CH2:17][CH2:18][CH2:19][CH2:20][C:21]([OH:23])=[O:22])[C:5]([OH:11])=[C:6]([CH:9]=[O:10])[C:7]=1[CH3:8].C(OC(C(F)(F)F)=O)(C(F)(F)F)=O.[CH3:38][C:39](O)([CH3:41])[CH3:40], predict the reaction product.